This data is from Forward reaction prediction with 1.9M reactions from USPTO patents (1976-2016). The task is: Predict the product of the given reaction. (1) Given the reactants [OH-].[Na+].[C:3]([O:7][C:8]([N:10]([CH:39]1[CH2:43][CH2:42][CH2:41][CH2:40]1)[CH2:11][CH2:12][CH2:13][C:14]1[CH:19]=[CH:18][C:17]([C:20]([C:22]2[N:30]3[C:25]([CH:26]=[C:27]([C:31]([O:33]C(C)C)=[O:32])[CH:28]=[CH:29]3)=[CH:24][C:23]=2[CH2:37][CH3:38])=[O:21])=[CH:16][CH:15]=1)=[O:9])([CH3:6])([CH3:5])[CH3:4], predict the reaction product. The product is: [C:3]([O:7][C:8]([N:10]([CH:39]1[CH2:40][CH2:41][CH2:42][CH2:43]1)[CH2:11][CH2:12][CH2:13][C:14]1[CH:15]=[CH:16][C:17]([C:20]([C:22]2[N:30]3[C:25]([CH:26]=[C:27]([C:31]([OH:33])=[O:32])[CH:28]=[CH:29]3)=[CH:24][C:23]=2[CH2:37][CH3:38])=[O:21])=[CH:18][CH:19]=1)=[O:9])([CH3:4])([CH3:5])[CH3:6]. (2) Given the reactants [CH2:1]([O:3][CH2:4][CH2:5][N:6]1[C:10]([C:11]([O:13]C)=[O:12])=[C:9]([N+:15]([O-:17])=[O:16])[C:8]([C:18]([O:20][CH3:21])=[O:19])=[N:7]1)[CH3:2].[OH-].[K+], predict the reaction product. The product is: [CH3:21][O:20][C:18]([C:8]1[C:9]([N+:15]([O-:17])=[O:16])=[C:10]([C:11]([OH:13])=[O:12])[N:6]([CH2:5][CH2:4][O:3][CH2:1][CH3:2])[N:7]=1)=[O:19].